From a dataset of Forward reaction prediction with 1.9M reactions from USPTO patents (1976-2016). Predict the product of the given reaction. (1) Given the reactants [F:1][C:2]([F:15])([F:14])[S:3]([O:6]S(C(F)(F)F)(=O)=O)(=[O:5])=[O:4].[N:16]1[CH:21]=[CH:20][CH:19]=[CH:18][CH:17]=1, predict the reaction product. The product is: [O:6]([C:17]1[CH:18]=[CH:19][CH:20]=[CH:21][N:16]=1)[S:3]([C:2]([F:15])([F:14])[F:1])(=[O:4])=[O:5]. (2) The product is: [CH3:46][C:36]1[CH:37]=[C:38]([S:42]([N:2]2[CH2:3][CH:4]3[CH:9]([CH2:8][CH2:7][CH2:6][CH2:5]3)[CH:1]2[C:10]([NH:12][C@H:13]([C:32]([O:34][CH3:35])=[O:33])[CH2:14][C:15]2[CH:20]=[CH:19][C:18]([NH:21][C:22](=[O:31])[C:23]3[C:28]([Cl:29])=[CH:27][N:26]=[CH:25][C:24]=3[Cl:30])=[CH:17][CH:16]=2)=[O:11])(=[O:44])=[O:43])[CH:39]=[CH:40][CH:41]=1. Given the reactants [CH:1]1([C:10]([NH:12][C@H:13]([C:32]([O:34][CH3:35])=[O:33])[CH2:14][C:15]2[CH:20]=[CH:19][C:18]([NH:21][C:22](=[O:31])[C:23]3[C:28]([Cl:29])=[CH:27][N:26]=[CH:25][C:24]=3[Cl:30])=[CH:17][CH:16]=2)=[O:11])[CH:9]2[CH:4]([CH2:5][CH2:6][CH2:7][CH2:8]2)[CH2:3][NH:2]1.[C:36]1([CH3:46])[CH:41]=[CH:40][CH:39]=[C:38]([S:42](Cl)(=[O:44])=[O:43])[CH:37]=1.CCN(C(C)C)C(C)C.CCCCCC, predict the reaction product. (3) The product is: [CH2:3]([NH:7][C:8](=[O:13])[O:9][CH2:10][C:11]#[C:12][I:14])[CH2:4][CH2:5][CH3:6]. Given the reactants [OH-].[Na+].[CH2:3]([NH:7][C:8](=[O:13])[O:9][CH2:10][C:11]#[CH:12])[CH2:4][CH2:5][CH3:6].[I:14]I.ClCl, predict the reaction product. (4) Given the reactants [O:1]1[CH:5]=[CH:4][CH:3]=[C:2]1[C:6]1[C:11]([C:12]2[CH:17]=[CH:16][N:15]=[CH:14][N:13]=2)=[CH:10][N:9]=[C:8]([NH2:18])[N:7]=1.Br[C:20]1[CH:21]=[CH:22][C:23]([O:26][CH3:27])=[N:24][CH:25]=1.C([O-])([O-])=O.[K+].[K+].CNCCNC, predict the reaction product. The product is: [O:1]1[CH:5]=[CH:4][CH:3]=[C:2]1[C:6]1[C:11]([C:12]2[CH:17]=[CH:16][N:15]=[CH:14][N:13]=2)=[CH:10][N:9]=[C:8]([NH:18][C:20]2[CH:25]=[N:24][C:23]([O:26][CH3:27])=[CH:22][CH:21]=2)[N:7]=1. (5) The product is: [F:1][C:2]1[CH:34]=[CH:33][CH:32]=[C:31]([F:35])[C:3]=1[C:4]([N:6]1[C:11](=[O:12])[N:10]([C:13]2[CH:18]=[CH:17][C:16]([S:19]([C:20]([F:29])([C:21]([F:22])([F:23])[F:24])[C:25]([F:26])([F:27])[F:28])=[O:44])=[CH:15][C:14]=2[F:30])[CH2:9][O:8][CH2:7]1)=[O:5]. Given the reactants [F:1][C:2]1[CH:34]=[CH:33][CH:32]=[C:31]([F:35])[C:3]=1[C:4]([N:6]1[C:11](=[O:12])[N:10]([C:13]2[CH:18]=[CH:17][C:16]([S:19][C:20]([F:29])([C:25]([F:28])([F:27])[F:26])[C:21]([F:24])([F:23])[F:22])=[CH:15][C:14]=2[F:30])[CH2:9][O:8][CH2:7]1)=[O:5].C1C=C(Cl)C=C(C(OO)=[O:44])C=1, predict the reaction product. (6) The product is: [C:1]([C:5]1[CH:6]=[C:7]([NH:18][C:19](=[O:49])[NH:20][CH2:21][C:22]2[CH:48]=[CH:47][CH:46]=[CH:45][C:23]=2[CH2:24][O:25][C:26]2[CH:31]=[C:30]([CH3:32])[N:29]([C:33]3[CH:34]=[C:35]([CH:39]=[CH:40][C:41]=3[CH3:42])[C:36]([NH:53][CH2:52][CH2:50][OH:51])=[O:37])[C:28](=[O:43])[C:27]=2[Cl:44])[N:8]([C:10]2[CH:15]=[CH:14][C:13]([OH:16])=[C:12]([Cl:17])[CH:11]=2)[N:9]=1)([CH3:3])([CH3:2])[CH3:4]. Given the reactants [C:1]([C:5]1[CH:6]=[C:7]([NH:18][C:19](=[O:49])[NH:20][CH2:21][C:22]2[CH:48]=[CH:47][CH:46]=[CH:45][C:23]=2[CH2:24][O:25][C:26]2[CH:31]=[C:30]([CH3:32])[N:29]([C:33]3[CH:34]=[C:35]([CH:39]=[CH:40][C:41]=3[CH3:42])[C:36](O)=[O:37])[C:28](=[O:43])[C:27]=2[Cl:44])[N:8]([C:10]2[CH:15]=[CH:14][C:13]([OH:16])=[C:12]([Cl:17])[CH:11]=2)[N:9]=1)([CH3:4])([CH3:3])[CH3:2].[CH2:50]([CH2:52][NH2:53])[OH:51].CCN=C=NCCCN(C)C, predict the reaction product. (7) Given the reactants [F:1][C:2]1[CH:3]=[CH:4][C:5]([O:23][CH3:24])=[C:6]([C:8]2[CH:13]=[CH:12][N:11]=[C:10]3[NH:14][C:15]([CH:17]4[CH2:22][CH2:21][NH:20][CH2:19][CH2:18]4)=[CH:16][C:9]=23)[CH:7]=1.[CH3:25][NH:26][S:27](Cl)(=[O:29])=[O:28].C(N(CC)CC)C, predict the reaction product. The product is: [F:1][C:2]1[CH:3]=[CH:4][C:5]([O:23][CH3:24])=[C:6]([C:8]2[CH:13]=[CH:12][N:11]=[C:10]3[NH:14][C:15]([CH:17]4[CH2:18][CH2:19][N:20]([S:27]([NH:26][CH3:25])(=[O:29])=[O:28])[CH2:21][CH2:22]4)=[CH:16][C:9]=23)[CH:7]=1.